Dataset: Reaction yield outcomes from USPTO patents with 853,638 reactions. Task: Predict the reaction yield, written as a fraction of the theoretical maximum amount of product (1.0 means a 100% yield; for example, 0.34 means a 34% yield). (1) The product is [CH2:20]([O:22][C:23](=[O:24])[C:25]1[CH:30]=[C:29]([C:2]2[C:3]([Cl:19])=[C:4]3[CH:10]=[CH:9][N:8]([CH2:11][O:12][CH2:13][CH2:14][Si:15]([CH3:18])([CH3:17])[CH3:16])[C:5]3=[N:6][CH:7]=2)[CH:28]=[N:27][CH:26]=1)[CH3:21]. The yield is 0.560. The catalyst is C(#N)C.C1(C)C=CC=CC=1.C(=O)(O)[O-].[Na+]. The reactants are Br[C:2]1[C:3]([Cl:19])=[C:4]2[CH:10]=[CH:9][N:8]([CH2:11][O:12][CH2:13][CH2:14][Si:15]([CH3:18])([CH3:17])[CH3:16])[C:5]2=[N:6][CH:7]=1.[CH2:20]([O:22][C:23]([C:25]1[CH:26]=[N:27][CH:28]=[C:29](B2OC(C)(C)C(C)(C)O2)[CH:30]=1)=[O:24])[CH3:21].ClCCl.O. (2) The reactants are [CH3:1][O:2][C:3]([C:5]1[S:6][C:7](Br)=[CH:8][C:9]=1[N:10]([C@H:20]1[CH2:25][CH2:24][C@H:23]([OH:26])[CH2:22][CH2:21]1)[C:11]([C@H:13]1[CH2:18][CH2:17][C@H:16]([CH3:19])[CH2:15][CH2:14]1)=[O:12])=[O:4].[CH2:28]([Sn:32]([CH2:50][CH2:51][CH2:52][CH3:53])([CH2:46][CH2:47][CH2:48][CH3:49])[Sn:32]([CH2:46][CH2:47][CH2:48][CH3:49])([CH2:50][CH2:51][CH2:52][CH3:53])[CH2:28][CH2:29][CH2:30][CH3:31])[CH2:29][CH2:30][CH3:31]. The catalyst is C1(C)C=CC=CC=1.C1C=CC([P]([Pd]([P](C2C=CC=CC=2)(C2C=CC=CC=2)C2C=CC=CC=2)([P](C2C=CC=CC=2)(C2C=CC=CC=2)C2C=CC=CC=2)[P](C2C=CC=CC=2)(C2C=CC=CC=2)C2C=CC=CC=2)(C2C=CC=CC=2)C2C=CC=CC=2)=CC=1. The product is [CH3:1][O:2][C:3]([C:5]1[S:6][C:7]([Sn:32]([CH2:46][CH2:47][CH2:48][CH3:49])([CH2:50][CH2:51][CH2:52][CH3:53])[CH2:28][CH2:29][CH2:30][CH3:31])=[CH:8][C:9]=1[N:10]([C@H:20]1[CH2:25][CH2:24][C@H:23]([OH:26])[CH2:22][CH2:21]1)[C:11]([C@H:13]1[CH2:18][CH2:17][C@H:16]([CH3:19])[CH2:15][CH2:14]1)=[O:12])=[O:4]. The yield is 0.210. (3) The reactants are [Cl:1][CH2:2][CH:3]1[C:11]2[C:10]3[CH:12]=[CH:13][CH:14]=[CH:15][C:9]=3[CH:8]=[CH:7][C:6]=2[N:5]([C:16](=[O:21])[C:17]([F:20])([F:19])[F:18])[CH2:4]1.[C:22](Cl)([CH3:24])=[O:23]. The catalyst is C1([N+]([O-])=O)C=CC=CC=1. The product is [C:22]([C:14]1[CH:13]=[CH:12][C:10]2[C:11]3[CH:3]([CH2:2][Cl:1])[CH2:4][N:5]([C:16](=[O:21])[C:17]([F:20])([F:18])[F:19])[C:6]=3[CH:7]=[CH:8][C:9]=2[CH:15]=1)(=[O:23])[CH3:24]. The yield is 0.330. (4) The reactants are [CH2:1]([C:8]1[C:12](=[O:13])[N:11]([C:14]2[N:19]=[CH:18][C:17]([S:20]([NH:23][C@@H:24]3[CH2:28][CH2:27][C@H:26]([CH2:29][O:30]CC4C=CC=CC=4)[CH2:25]3)(=[O:22])=[O:21])=[CH:16][CH:15]=2)[NH:10][CH:9]=1)[C:2]1[CH:7]=[CH:6][CH:5]=[CH:4][CH:3]=1.B(Br)(Br)Br.[CH3:42]O. The catalyst is C(Cl)Cl. The product is [CH2:1]([C:8]1[C:12](=[O:13])[N:11]([C:14]2[N:19]=[CH:18][C:17]([S:20]([N:23]([C@@H:24]3[CH2:28][CH2:27][C@H:26]([CH2:29][OH:30])[CH2:25]3)[CH3:42])(=[O:22])=[O:21])=[CH:16][CH:15]=2)[NH:10][CH:9]=1)[C:2]1[CH:3]=[CH:4][CH:5]=[CH:6][CH:7]=1. The yield is 0.500. (5) The reactants are [NH2:1][C:2]1[CH:13]=[CH:12][C:11]([O:14][Si:15]([C:18]([CH3:21])([CH3:20])[CH3:19])([CH3:17])[CH3:16])=[CH:10][C:3]=1[C:4](N(OC)C)=[O:5].[C:22]1([Mg]Br)[CH:27]=[CH:26][CH:25]=[CH:24][CH:23]=1.[Cl-].[NH4+]. The catalyst is O1CCCC1. The product is [NH2:1][C:2]1[CH:13]=[CH:12][C:11]([O:14][Si:15]([C:18]([CH3:19])([CH3:20])[CH3:21])([CH3:16])[CH3:17])=[CH:10][C:3]=1[C:4]([C:22]1[CH:27]=[CH:26][CH:25]=[CH:24][CH:23]=1)=[O:5]. The yield is 0.650. (6) The reactants are C[O:2][C:3]1[CH:8]=[CH:7][C:6]([CH2:9][CH2:10][CH2:11][CH2:12][OH:13])=[CH:5][CH:4]=1.B(Br)(Br)Br. The catalyst is ClCCl. The product is [OH:2][C:3]1[CH:4]=[CH:5][C:6]([CH2:9][CH2:10][CH2:11][CH2:12][OH:13])=[CH:7][CH:8]=1. The yield is 0.420. (7) The reactants are [H-].[Na+].CN(C)C=O.[OH:8][C:9]1[CH:10]=[N:11][CH:12]=[CH:13][CH:14]=1.Cl[C:16]1[CH:21]=[CH:20][C:19]([CH:22]=[O:23])=[CH:18][N:17]=1. The catalyst is O. The product is [N:11]1[CH:12]=[CH:13][CH:14]=[C:9]([O:8][C:16]2[N:17]=[CH:18][C:19]([CH:22]=[O:23])=[CH:20][CH:21]=2)[CH:10]=1. The yield is 0.360. (8) The reactants are [C:1]([C:4]1[CH:9]=[CH:8][C:7]([S:10]([NH:13][C:14]2[N:18]([C:19]3[CH:24]=[CH:23][CH:22]=[CH:21][N:20]=3)[N:17]=[CH:16][CH:15]=2)(=[O:12])=[O:11])=[CH:6][CH:5]=1)(=[O:3])[CH3:2].[BH4-].[Na+].CO.C([O-])([O-])=O.[Na+].[Na+]. The catalyst is C1COCC1. The product is [OH:3][CH:1]([C:4]1[CH:5]=[CH:6][C:7]([S:10]([NH:13][C:14]2[N:18]([C:19]3[CH:24]=[CH:23][CH:22]=[CH:21][N:20]=3)[N:17]=[CH:16][CH:15]=2)(=[O:12])=[O:11])=[CH:8][CH:9]=1)[CH3:2]. The yield is 0.960. (9) The reactants are O=C1C2C(=CC=CC=2)C(=O)[N:3]1[C@H:12]1[CH2:16][CH2:15][C@H:14]([NH:17][C:18]([NH:20][C:21]2[N:22]=[C:23]3[CH:29]=[CH:28][N:27]([CH2:30][O:31][CH2:32][CH2:33][Si:34]([CH3:37])([CH3:36])[CH3:35])[C:24]3=[N:25][CH:26]=2)=[O:19])[CH2:13]1.NN.CC(O)=O. The catalyst is CN(C=O)C. The product is [NH2:3][C@H:12]1[CH2:16][CH2:15][C@H:14]([NH:17][C:18]([NH:20][C:21]2[N:22]=[C:23]3[CH:29]=[CH:28][N:27]([CH2:30][O:31][CH2:32][CH2:33][Si:34]([CH3:37])([CH3:36])[CH3:35])[C:24]3=[N:25][CH:26]=2)=[O:19])[CH2:13]1. The yield is 0.600. (10) The reactants are [Cl:1][C:2]1[C:3]([O:12][C:13]2[CH:18]=[C:17]([OH:19])[CH:16]=[CH:15][C:14]=2[CH2:20][CH2:21][C:22]([O:24][CH2:25][CH3:26])=[O:23])=[N:4][CH:5]=[C:6]([C:8]([F:11])([F:10])[F:9])[CH:7]=1.[CH2:27](O)[CH:28]1[O:32][CH2:31][CH2:30][CH2:29]1.C(P(CCCC)CCCC)CCC.N(C(N1CCCCC1)=O)=NC(N1CCCCC1)=O. The catalyst is O1CCCC1. The product is [Cl:1][C:2]1[C:3]([O:12][C:13]2[CH:18]=[C:17]([O:19][CH2:27][CH:28]3[CH2:29][CH2:30][CH2:31][O:32]3)[CH:16]=[CH:15][C:14]=2[CH2:20][CH2:21][C:22]([O:24][CH2:25][CH3:26])=[O:23])=[N:4][CH:5]=[C:6]([C:8]([F:9])([F:11])[F:10])[CH:7]=1. The yield is 0.620.